From a dataset of Cav3 T-type calcium channel HTS with 100,875 compounds. Binary Classification. Given a drug SMILES string, predict its activity (active/inactive) in a high-throughput screening assay against a specified biological target. (1) The compound is O=c1[nH]c2c(cc1C(N1CCCCC1)c1n(nnn1)C1CCCC1)cc(OC)c(OC)c2. The result is 0 (inactive). (2) The molecule is S(Cc1c(cccc1)C#N)c1oc(nn1)c1cc(ccc1)C#N. The result is 0 (inactive). (3) The drug is Clc1c(ncc(c1)C(F)(F)F)C(c1ccccc1)C(=O)N. The result is 0 (inactive).